From a dataset of Catalyst prediction with 721,799 reactions and 888 catalyst types from USPTO. Predict which catalyst facilitates the given reaction. Reactant: C([O-])(O)=O.[Na+].[CH3:6][C:7]1([CH3:23])[O:11][CH:10]([C@@H:12]([OH:22])[C@@H:12]([CH:10]2[CH2:9][O:8][C:7]([CH3:23])([CH3:6])[O:11]2)[OH:22])[CH2:9][O:8]1. Product: [CH3:6][C:7]1([CH3:23])[O:11][C@@H:10]([CH:12]=[O:22])[CH2:9][O:8]1. The catalyst class is: 2.